From a dataset of Full USPTO retrosynthesis dataset with 1.9M reactions from patents (1976-2016). Predict the reactants needed to synthesize the given product. (1) The reactants are: [CH2:1]([O:8][C:9]([N:11]1[CH2:13][C@H:12]1[C:14]([OH:16])=[O:15])=[O:10])[C:2]1[CH:7]=[CH:6][CH:5]=[CH:4][CH:3]=1.[CH2:17]([NH:24][CH2:25][CH2:26][NH:27][CH2:28][C:29]1[CH:34]=[CH:33][CH:32]=[CH:31][CH:30]=1)[C:18]1[CH:23]=[CH:22][CH:21]=[CH:20][CH:19]=1.O1CCC[CH2:36]1. Given the product [CH2:17]([N:24]([CH2:25][CH2:26][NH:27][CH2:28][C:29]1[CH:34]=[CH:33][CH:32]=[CH:31][CH:30]=1)[CH2:13][C@@H:12]([C:14]([O:16][CH3:36])=[O:15])[NH:11][C:9]([O:8][CH2:1][C:2]1[CH:3]=[CH:4][CH:5]=[CH:6][CH:7]=1)=[O:10])[C:18]1[CH:19]=[CH:20][CH:21]=[CH:22][CH:23]=1, predict the reactants needed to synthesize it. (2) The reactants are: Cl.Cl.[O:3]1[C:8]2=[CH:9][CH:10]=[CH:11][C:7]2=[CH:6][C:5]([CH:12]2[CH2:17][CH2:16][CH2:15][CH2:14][N:13]2[CH2:18][CH2:19][C@H:20]2[CH2:25][CH2:24][C@H:23]([NH2:26])[CH2:22][CH2:21]2)=[CH:4]1.[OH:27][C@@H:28]([CH2:34][CH3:35])[CH2:29][C:30](OC)=[O:31]. Given the product [O:3]1[C:8]2=[CH:9][CH:10]=[CH:11][C:7]2=[CH:6][C:5]([CH:12]2[CH2:17][CH2:16][CH2:15][CH2:14][N:13]2[CH2:18][CH2:19][C@H:20]2[CH2:21][CH2:22][C@H:23]([NH:26][C:30](=[O:31])[CH2:29][C@@H:28]([OH:27])[CH2:34][CH3:35])[CH2:24][CH2:25]2)=[CH:4]1, predict the reactants needed to synthesize it. (3) Given the product [C:1]([O:5][C:6]([N:8]1[CH2:12][CH2:11][C:10](=[O:13])[CH2:9]1)=[O:7])([CH3:4])([CH3:2])[CH3:3], predict the reactants needed to synthesize it. The reactants are: [C:1]([O:5][C:6]([N:8]1[CH2:12][CH2:11][CH:10]([OH:13])[CH2:9]1)=[O:7])([CH3:4])([CH3:3])[CH3:2].CC(OI1(OC(C)=O)(OC(C)=O)OC(=O)C2C=CC=CC1=2)=O.